From a dataset of Full USPTO retrosynthesis dataset with 1.9M reactions from patents (1976-2016). Predict the reactants needed to synthesize the given product. (1) Given the product [CH3:28][C:25]1[CH:26]=[CH:27][C:22]([S:19]([N:5]([C@H:6]([C:16]([OH:18])=[O:17])[CH2:7][CH2:8][CH2:9][CH2:10][NH:11][C:12]([CH2:13][NH:38][C:39]2[CH:40]=[N:41][C:42]3[C:47](=[CH:46][CH:45]=[CH:44][CH:43]=3)[CH:48]=2)=[O:15])[CH2:1][CH:2]([CH3:4])[CH3:3])(=[O:21])=[O:20])=[CH:23][CH:24]=1, predict the reactants needed to synthesize it. The reactants are: [CH2:1]([N:5]([S:19]([C:22]1[CH:27]=[CH:26][C:25]([CH3:28])=[CH:24][CH:23]=1)(=[O:21])=[O:20])[C@H:6]([C:16]([OH:18])=[O:17])[CH2:7][CH2:8][CH2:9][CH2:10][NH:11][C:12](=[O:15])[CH2:13]I)[CH:2]([CH3:4])[CH3:3].CCN(C(C)C)C(C)C.[NH2:38][C:39]1[CH:40]=[N:41][C:42]2[C:47]([CH:48]=1)=[CH:46][CH:45]=[CH:44][CH:43]=2. (2) Given the product [Br:17][CH2:13][C:9]1[CH:8]=[C:7]([C:5]2[O:6][C:2]([CH3:1])=[CH:3][N:4]=2)[CH:12]=[CH:11][CH:10]=1, predict the reactants needed to synthesize it. The reactants are: [CH3:1][C:2]1[O:6][C:5]([C:7]2[CH:8]=[C:9]([CH2:13]O)[CH:10]=[CH:11][CH:12]=2)=[N:4][CH:3]=1.P(Br)(Br)([Br:17])=O.C([O-])(O)=O.[Na+]. (3) Given the product [Cl:1][C:2]1[CH:10]=[CH:9][C:5]([C:6]([NH:8][C:24](=[O:25])[CH2:23][C:17]2[CH:22]=[CH:21][CH:20]=[CH:19][CH:18]=2)=[S:7])=[CH:4][CH:3]=1, predict the reactants needed to synthesize it. The reactants are: [Cl:1][C:2]1[CH:10]=[CH:9][C:5]([C:6]([NH2:8])=[S:7])=[CH:4][CH:3]=1.N1C=CC=CC=1.[C:17]1([CH2:23][C:24](Cl)=[O:25])[CH:22]=[CH:21][CH:20]=[CH:19][CH:18]=1.O. (4) Given the product [Cl:1][C:2]1[CH:3]=[C:4]([N:10]2[CH:18]([CH:19]3[CH2:20][CH2:21][CH2:22][CH2:23]3)[CH:17]3[C:12]([C:13]4[CH:27]=[CH:26][C:25]([C:28]([O:30][CH:33]([CH2:34][CH3:35])[CH2:32][CH3:31])=[O:29])=[CH:24][C:14]=4[CH2:15][CH2:16]3)=[N:11]2)[CH:5]=[CH:6][C:7]=1[C:8]#[N:9], predict the reactants needed to synthesize it. The reactants are: [Cl:1][C:2]1[CH:3]=[C:4]([N:10]2[CH:18]([CH:19]3[CH2:23][CH2:22][CH2:21][CH2:20]3)[CH:17]3[C:12]([C:13]4[CH:27]=[CH:26][C:25]([C:28]([OH:30])=[O:29])=[CH:24][C:14]=4[CH2:15][CH2:16]3)=[N:11]2)[CH:5]=[CH:6][C:7]=1[C:8]#[N:9].[CH3:31][CH2:32][CH:33](O)[CH2:34][CH3:35]. (5) Given the product [CH3:1][N:2]1[C:3]2=[N:4][CH:5]=[C:6]([N+:10]([O-:12])=[O:11])[CH:7]=[C:8]2[N:9]=[C:13]1[C:15]([F:18])([F:17])[F:16], predict the reactants needed to synthesize it. The reactants are: [CH3:1][NH:2][C:3]1[C:8]([NH2:9])=[CH:7][C:6]([N+:10]([O-:12])=[O:11])=[CH:5][N:4]=1.[C:13](O)([C:15]([F:18])([F:17])[F:16])=O.